Dataset: Full USPTO retrosynthesis dataset with 1.9M reactions from patents (1976-2016). Task: Predict the reactants needed to synthesize the given product. (1) The reactants are: C(N(CC)CC)C.[CH3:8][C:9]1[CH:31]=[CH:30][CH:29]=[C:28]([CH3:32])[C:10]=1[CH2:11][O:12][C:13]1[CH:14]=[C:15]([CH:19](Br)[CH2:20][CH2:21][C:22]([O:24][CH2:25][CH3:26])=[O:23])[CH:16]=[CH:17][CH:18]=1. Given the product [CH3:32][C:28]1[CH:29]=[CH:30][CH:31]=[C:9]([CH3:8])[C:10]=1[CH2:11][O:12][C:13]1[CH:14]=[C:15]([CH:19]=[CH:20][CH2:21][C:22]([O:24][CH2:25][CH3:26])=[O:23])[CH:16]=[CH:17][CH:18]=1, predict the reactants needed to synthesize it. (2) The reactants are: [CH:1]1([CH2:4][O:5][C@H:6]2[C@H:14]([CH3:15])[O:13][C:12](=[O:16])[C@@H:11]([NH:17][C:18](=[O:28])[C:19]3[C:24]([OH:25])=[C:23]([O:26][CH3:27])[CH:22]=[CH:21][N:20]=3)[CH2:10][CH2:9][CH2:8][C@@H:7]2[CH2:29][C:30]2[CH:35]=[CH:34][C:33](F)=[CH:32][CH:31]=2)[CH2:3][CH2:2]1. Given the product [CH:30]1([CH2:29][C@@H:7]2[C@@H:6]([O:5][CH2:4][CH:1]3[CH2:2][CH2:3]3)[C@H:14]([CH3:15])[O:13][C:12](=[O:16])[C@@H:11]([NH:17][C:18](=[O:28])[C:19]3[C:24]([OH:25])=[C:23]([O:26][CH3:27])[CH:22]=[CH:21][N:20]=3)[CH2:10][CH2:9][CH2:8]2)[CH2:35][CH2:34][CH2:33][CH2:32][CH2:31]1, predict the reactants needed to synthesize it. (3) Given the product [Cl:32][C:33]1[CH:38]=[CH:37][C:36]([N:39]2[CH2:43][CH2:42][CH:41]([C:44]([NH:5][C:4]3[CH:6]=[CH:7][C:8]([O:9][C:10]4[C:19]5[C:14](=[CH:15][C:16]([O:22][CH2:23][CH2:24][CH2:25][N:26]6[CH2:31][CH2:30][O:29][CH2:28][CH2:27]6)=[C:17]([O:20][CH3:21])[CH:18]=5)[N:13]=[CH:12][CH:11]=4)=[C:2]([F:1])[CH:3]=3)=[O:45])[C:40]2=[O:47])=[CH:35][CH:34]=1, predict the reactants needed to synthesize it. The reactants are: [F:1][C:2]1[CH:3]=[C:4]([CH:6]=[CH:7][C:8]=1[O:9][C:10]1[C:19]2[C:14](=[CH:15][C:16]([O:22][CH2:23][CH2:24][CH2:25][N:26]3[CH2:31][CH2:30][O:29][CH2:28][CH2:27]3)=[C:17]([O:20][CH3:21])[CH:18]=2)[N:13]=[CH:12][CH:11]=1)[NH2:5].[Cl:32][C:33]1[CH:38]=[CH:37][C:36]([N:39]2[CH2:43][CH2:42][CH:41]([C:44](O)=[O:45])[C:40]2=[O:47])=[CH:35][CH:34]=1. (4) Given the product [C:34]1([C:44]2[CH:49]=[CH:48][C:47]([C:50]3[C:62]4[N:61]([C:63]5[CH:64]=[CH:65][CH:66]=[CH:67][CH:68]=5)[C:60]5[C:55](=[CH:56][CH:57]=[CH:58][CH:59]=5)[C:54]=4[CH:53]=[C:52]([NH:69][C:2]4[CH:3]=[CH:4][C:5]([C:8]5[C:21]6[C:16]([C:15]([C:22]7[CH:27]=[CH:26][CH:25]=[CH:24][CH:23]=7)=[C:14]7[C:9]=5[CH:10]=[CH:11][CH:12]=[CH:13]7)=[CH:17][CH:18]=[CH:19][CH:20]=6)=[CH:6][CH:7]=4)[CH:51]=3)=[CH:46][CH:45]=2)[C:43]2[C:38](=[CH:39][CH:40]=[CH:41][CH:42]=2)[CH:37]=[CH:36][CH:35]=1, predict the reactants needed to synthesize it. The reactants are: Br[C:2]1[CH:7]=[CH:6][C:5]([C:8]2[C:9]3[C:14]([C:15]([C:22]4[CH:27]=[CH:26][CH:25]=[CH:24][CH:23]=4)=[C:16]4[C:21]=2[CH:20]=[CH:19][CH:18]=[CH:17]4)=[CH:13][CH:12]=[CH:11][CH:10]=3)=[CH:4][CH:3]=1.CC(C)([O-])C.[Na+].[C:34]1([C:44]2[CH:49]=[CH:48][C:47]([C:50]3[C:62]4[N:61]([C:63]5[CH:68]=[CH:67][CH:66]=[CH:65][CH:64]=5)[C:60]5[C:55](=[CH:56][CH:57]=[CH:58][CH:59]=5)[C:54]=4[CH:53]=[C:52]([NH2:69])[CH:51]=3)=[CH:46][CH:45]=2)[C:43]2[C:38](=[CH:39][CH:40]=[CH:41][CH:42]=2)[CH:37]=[CH:36][CH:35]=1.C(P(C(C)(C)C)C(C)(C)C)(C)(C)C. (5) Given the product [N+:1]([CH2:4][CH2:5][CH2:6][C:8]1[CH:9]=[CH:10][C:11]([CH2:14][CH2:15][CH2:16][CH2:17][CH2:18][CH2:19][CH2:20][CH3:21])=[CH:12][CH:13]=1)([O-:3])=[O:2], predict the reactants needed to synthesize it. The reactants are: [N+:1]([CH2:4][CH2:5][C:6]([C:8]1[CH:13]=[CH:12][C:11]([CH2:14][CH2:15][CH2:16][CH2:17][CH2:18][CH2:19][CH2:20][CH3:21])=[CH:10][CH:9]=1)=O)([O-:3])=[O:2].C([SiH](CC)CC)C.O. (6) Given the product [NH2:41][C:38]1[N:39]=[CH:40][C:35]([C:2]2[N:11]=[C:10]([NH:12][CH2:13][CH:14]([N:21]3[CH2:26][CH2:25][O:24][CH2:23][CH2:22]3)[C:15]3[CH:20]=[CH:19][CH:18]=[CH:17][CH:16]=3)[C:9]3[C:4](=[CH:5][CH:6]=[CH:7][CH:8]=3)[N:3]=2)=[CH:36][N:37]=1, predict the reactants needed to synthesize it. The reactants are: Cl[C:2]1[N:11]=[C:10]([NH:12][CH2:13][CH:14]([N:21]2[CH2:26][CH2:25][O:24][CH2:23][CH2:22]2)[C:15]2[CH:20]=[CH:19][CH:18]=[CH:17][CH:16]=2)[C:9]2[C:4](=[CH:5][CH:6]=[CH:7][CH:8]=2)[N:3]=1.CC1(C)C(C)(C)OB([C:35]2[CH:36]=[N:37][C:38]([NH2:41])=[N:39][CH:40]=2)O1.N1C=CN2C=C(C3N=C(NCC(C4C=CC=CC=4)C4NC=CC=4)C4C(=CC=CC=4)N=3)C=CC=12.